This data is from Peptide-MHC class I binding affinity with 185,985 pairs from IEDB/IMGT. The task is: Regression. Given a peptide amino acid sequence and an MHC pseudo amino acid sequence, predict their binding affinity value. This is MHC class I binding data. (1) The peptide sequence is RYLKDQQLL. The MHC is HLA-B57:01 with pseudo-sequence HLA-B57:01. The binding affinity (normalized) is 0. (2) The peptide sequence is STFATVLEY. The MHC is HLA-A02:01 with pseudo-sequence HLA-A02:01. The binding affinity (normalized) is 0.0847. (3) The peptide sequence is WTLLVDLLW. The MHC is HLA-B58:01 with pseudo-sequence HLA-B58:01. The binding affinity (normalized) is 1.00. (4) The peptide sequence is APAICHEGKA. The MHC is HLA-B51:01 with pseudo-sequence HLA-B51:01. The binding affinity (normalized) is 0.0139. (5) The peptide sequence is IGLAPTDVK. The MHC is Mamu-B6601 with pseudo-sequence Mamu-B6601. The binding affinity (normalized) is 0.646. (6) The peptide sequence is IRQGLELTLL. The MHC is Mamu-A07 with pseudo-sequence Mamu-A07. The binding affinity (normalized) is 0.128. (7) The peptide sequence is LMTAISQGI. The MHC is HLA-A69:01 with pseudo-sequence HLA-A69:01. The binding affinity (normalized) is 0.311. (8) The peptide sequence is YRPVFSSPP. The MHC is Mamu-B08 with pseudo-sequence Mamu-B08. The binding affinity (normalized) is 0.0108.